From a dataset of Forward reaction prediction with 1.9M reactions from USPTO patents (1976-2016). Predict the product of the given reaction. (1) Given the reactants [CH3:1][N:2]1[C:6]([CH3:7])=[C:5]([C:8](Cl)=[O:9])[C:4]([CH3:11])=[N:3]1.[CH2:12]([C:16]1[CH:17]=[C:18]([CH:20]=[CH:21][C:22]=1[CH:23]([C:28]([F:31])([F:30])[F:29])[C:24]([F:27])([F:26])[F:25])[NH2:19])[CH:13]([CH3:15])[CH3:14].C(N(CC)CC)C, predict the reaction product. The product is: [CH2:12]([C:16]1[CH:17]=[C:18]([NH:19][C:8]([C:5]2[C:4]([CH3:11])=[N:3][N:2]([CH3:1])[C:6]=2[CH3:7])=[O:9])[CH:20]=[CH:21][C:22]=1[CH:23]([C:28]([F:29])([F:30])[F:31])[C:24]([F:25])([F:26])[F:27])[CH:13]([CH3:15])[CH3:14]. (2) Given the reactants [CH2:1](Br)[C:2]1[CH:7]=[CH:6][CH:5]=[CH:4][CH:3]=1.[Cl:9][CH2:10][CH2:11][O:12][CH2:13][CH2:14][OH:15], predict the reaction product. The product is: [Cl:9][CH2:10][CH2:11][O:12][CH2:13][CH2:14][O:15][CH2:1][C:2]1[CH:7]=[CH:6][CH:5]=[CH:4][CH:3]=1.